From a dataset of Peptide-MHC class I binding affinity with 185,985 pairs from IEDB/IMGT. Regression. Given a peptide amino acid sequence and an MHC pseudo amino acid sequence, predict their binding affinity value. This is MHC class I binding data. (1) The peptide sequence is LMKAPGTYH. The MHC is HLA-B15:01 with pseudo-sequence HLA-B15:01. The binding affinity (normalized) is 0.611. (2) The peptide sequence is LPTWLGAAI. The MHC is HLA-B57:01 with pseudo-sequence HLA-B57:01. The binding affinity (normalized) is 0.0847. (3) The peptide sequence is IMSMMNITR. The MHC is HLA-A31:01 with pseudo-sequence HLA-A31:01. The binding affinity (normalized) is 0.423. (4) The peptide sequence is PELLNNQFGT. The MHC is HLA-B40:01 with pseudo-sequence HLA-B40:01. The binding affinity (normalized) is 0. (5) The peptide sequence is VHPVHAGPIA. The MHC is HLA-B51:01 with pseudo-sequence HLA-B51:01. The binding affinity (normalized) is 0. (6) The peptide sequence is FPFKYAAAF. The MHC is HLA-A31:01 with pseudo-sequence HLA-A31:01. The binding affinity (normalized) is 0.0844. (7) The peptide sequence is ITKEKKEEL. The MHC is HLA-B18:01 with pseudo-sequence HLA-B18:01. The binding affinity (normalized) is 0.0847.